Dataset: Forward reaction prediction with 1.9M reactions from USPTO patents (1976-2016). Task: Predict the product of the given reaction. Given the reactants [NH2:1][C:2]1[CH:9]=[CH:8][CH:7]=[CH:6][C:3]=1[CH:4]=O.CC1(C)O[C:16](=O)[CH2:15][C:13](=[O:14])[O:12]1, predict the reaction product. The product is: [NH:1]1[C:2]2[C:3](=[CH:6][CH:7]=[CH:8][CH:9]=2)[CH:4]=[C:15]([C:13]([OH:14])=[O:12])[CH2:16]1.